Dataset: Forward reaction prediction with 1.9M reactions from USPTO patents (1976-2016). Task: Predict the product of the given reaction. Given the reactants CC(OC([N:8](C(OC(C)(C)C)=O)[N:9]([C:17]1[C:22]([F:23])=[C:21]([N:24]([CH2:26][C:27]2[N:28]=[C:29]([NH2:32])[S:30][CH:31]=2)[CH3:25])[N:20]=[C:19]([Cl:33])[N:18]=1)C(OC(C)(C)C)=O)=O)(C)C.[ClH:41], predict the reaction product. The product is: [ClH:33].[ClH:41].[ClH:33].[NH2:32][C:29]1[S:30][CH:31]=[C:27]([CH2:26][N:24]([CH3:25])[C:21]2[NH:20][C:19]([Cl:33])=[N:18][C:17](=[N:9][NH2:8])[C:22]=2[F:23])[N:28]=1.